From a dataset of Catalyst prediction with 721,799 reactions and 888 catalyst types from USPTO. Predict which catalyst facilitates the given reaction. Reactant: [Br:1][C:2]1[CH:3]=[C:4]2[C:9](=[CH:10][CH:11]=1)[NH:8][C:7](=[O:12])[C:6]([C:13]1[S:14][CH:15]=[CH:16][CH:17]=1)=[C:5]2[CH2:18][OH:19].C(OC1C(OC(=O)C)=C(I)C=CC=1)(=O)C.CC1(C)N([O])C(C)(C)CCC1. Product: [Br:1][C:2]1[CH:3]=[C:4]2[C:9](=[CH:10][CH:11]=1)[NH:8][C:7](=[O:12])[C:6]([C:13]1[S:14][CH:15]=[CH:16][CH:17]=1)=[C:5]2[CH:18]=[O:19]. The catalyst class is: 115.